Dataset: NCI-60 drug combinations with 297,098 pairs across 59 cell lines. Task: Regression. Given two drug SMILES strings and cell line genomic features, predict the synergy score measuring deviation from expected non-interaction effect. Drug 1: CC1=C(C(=CC=C1)Cl)NC(=O)C2=CN=C(S2)NC3=CC(=NC(=N3)C)N4CCN(CC4)CCO. Drug 2: C(CC(=O)O)C(=O)CN.Cl. Cell line: SF-268. Synergy scores: CSS=13.2, Synergy_ZIP=-4.24, Synergy_Bliss=8.42, Synergy_Loewe=3.90, Synergy_HSA=5.36.